From a dataset of Peptide-MHC class II binding affinity with 134,281 pairs from IEDB. Regression. Given a peptide amino acid sequence and an MHC pseudo amino acid sequence, predict their binding affinity value. This is MHC class II binding data. The peptide sequence is VAKVKIKPLEDKILV. The MHC is DRB1_0401 with pseudo-sequence DRB1_0401. The binding affinity (normalized) is 0.